Dataset: Retrosynthesis with 50K atom-mapped reactions and 10 reaction types from USPTO. Task: Predict the reactants needed to synthesize the given product. Given the product CC(C)(C)OC(=O)N1CC2CC(C(=O)NCC(F)(F)F)CC2C1, predict the reactants needed to synthesize it. The reactants are: CC(C)(C)OC(=O)N1CC2CC(C(=O)O)CC2C1.NCC(F)(F)F.